This data is from NCI-60 drug combinations with 297,098 pairs across 59 cell lines. The task is: Regression. Given two drug SMILES strings and cell line genomic features, predict the synergy score measuring deviation from expected non-interaction effect. (1) Drug 1: CC1=C2C(C(=O)C3(C(CC4C(C3C(C(C2(C)C)(CC1OC(=O)C(C(C5=CC=CC=C5)NC(=O)OC(C)(C)C)O)O)OC(=O)C6=CC=CC=C6)(CO4)OC(=O)C)OC)C)OC. Drug 2: C1=CN(C=N1)CC(O)(P(=O)(O)O)P(=O)(O)O. Cell line: SF-539. Synergy scores: CSS=52.5, Synergy_ZIP=4.73, Synergy_Bliss=4.89, Synergy_Loewe=-18.7, Synergy_HSA=7.47. (2) Drug 1: C1C(C(OC1N2C=C(C(=O)NC2=O)F)CO)O. Drug 2: CCN(CC)CCCC(C)NC1=C2C=C(C=CC2=NC3=C1C=CC(=C3)Cl)OC. Cell line: UACC-257. Synergy scores: CSS=14.6, Synergy_ZIP=-2.28, Synergy_Bliss=1.88, Synergy_Loewe=2.42, Synergy_HSA=3.50.